This data is from Rat liver microsome stability data. The task is: Regression/Classification. Given a drug SMILES string, predict its absorption, distribution, metabolism, or excretion properties. Task type varies by dataset: regression for continuous measurements (e.g., permeability, clearance, half-life) or binary classification for categorical outcomes (e.g., BBB penetration, CYP inhibition). Dataset: rlm. (1) The drug is C[C@H](COc1ccc(C2=NNC(=O)C3CC23)cc1)CN1CCC[C@H]1C. The result is 0 (unstable in rat liver microsomes). (2) The compound is Cn1c(-c2cccnc2)nc2ccc(-c3ccccc3Cl)c(CN)c21. The result is 1 (stable in rat liver microsomes). (3) The drug is CNc1nc(NCc2ccc(NC(=O)c3ccc(Cl)nc3)cc2)c2c(C)cccc2n1. The result is 1 (stable in rat liver microsomes). (4) The drug is O=C(Nc1cccc(F)c1)c1cc(-c2ccc[nH]2)[nH]n1. The result is 1 (stable in rat liver microsomes). (5) The compound is Cc1cnc2c(Cl)cccc2c1-c1cccc(Oc2cccc(S(C)(=O)=O)c2)c1. The result is 1 (stable in rat liver microsomes). (6) The drug is Cn1nnnc1Sc1ncnc2sc(-c3ccccc3)cc12. The result is 1 (stable in rat liver microsomes). (7) The drug is COc1ccc(-n2nc(C3CCCN(C(=O)c4ccccc4)C3)nc2O)cc1. The result is 0 (unstable in rat liver microsomes). (8) The molecule is CCc1nc2ccc(Cl)cn2c1C(=O)NCc1ccc2[nH]ccc2c1. The result is 1 (stable in rat liver microsomes). (9) The compound is Cc1cc(C)nc(NC(=S)N2CCN(c3ccc(C(F)(F)F)cc3[N+](=O)[O-])CC2)c1. The result is 0 (unstable in rat liver microsomes).